This data is from Reaction yield outcomes from USPTO patents with 853,638 reactions. The task is: Predict the reaction yield, written as a fraction of the theoretical maximum amount of product (1.0 means a 100% yield; for example, 0.34 means a 34% yield). (1) The reactants are [CH3:1][CH:2]1[CH2:8][C:7]2[CH:9]=[C:10]3[O:15][CH2:14][O:13][C:11]3=[CH:12][C:6]=2[C:5]([C:16]2[CH:21]=[CH:20][C:19]([N+:22]([O-:24])=[O:23])=[CH:18][CH:17]=2)=[N:4][NH:3]1.[CH2:25]=[C:26]1[O:30][C:28](=[O:29])[CH2:27]1. The catalyst is C1(C)C=CC=CC=1. The product is [CH3:1][CH:2]1[CH2:8][C:7]2[CH:9]=[C:10]3[O:15][CH2:14][O:13][C:11]3=[CH:12][C:6]=2[C:5]([C:16]2[CH:21]=[CH:20][C:19]([N+:22]([O-:24])=[O:23])=[CH:18][CH:17]=2)=[N:4][N:3]1[C:28](=[O:29])[CH2:27][C:26](=[O:30])[CH3:25]. The yield is 0.800. (2) The reactants are C[O:2][C:3](=O)[C:4]1[CH:9]=[CH:8][C:7]([CH2:10][CH2:11][N:12]2[C:24]3[CH:23]=[CH:22][CH:21]=[CH:20][C:19]=3[C:18]3[C:13]2=[CH:14][CH:15]=[CH:16][CH:17]=3)=[CH:6][CH:5]=1.Cl.[NH2:27][OH:28].C[O-].[Na+].CO. The catalyst is CN(C=O)C.C(OCC)(=O)C.C(=O)(O)[O-].[Na+]. The product is [CH:23]1[C:24]2[N:12]([CH2:11][CH2:10][C:7]3[CH:8]=[CH:9][C:4]([C:3]([NH:27][OH:28])=[O:2])=[CH:5][CH:6]=3)[C:13]3[C:18](=[CH:17][CH:16]=[CH:15][CH:14]=3)[C:19]=2[CH:20]=[CH:21][CH:22]=1. The yield is 0.0700. (3) The reactants are [CH:1]12[CH2:7][CH:4]([CH2:5][CH2:6]1)[CH2:3][CH:2]2[N:8]1[C:13]2=[N:14][C:15]([NH:18][C:19]3[CH:24]=[CH:23][C:22]([N:25]4[CH2:30][CH2:29][N:28]([CH3:31])[CH2:27][CH2:26]4)=[CH:21][CH:20]=3)=[N:16][CH:17]=[C:12]2[CH2:11][NH:10][C:9]1=[O:32].CC(C)([O-])C.[K+]. The catalyst is O1CCCC1. The product is [CH:1]12[CH2:7][CH:4]([CH2:5][CH2:6]1)[CH2:3][CH:2]2[N:8]1[C:13]2=[N:14][C:15]([NH:18][C:19]3[CH:20]=[CH:21][C:22]([N:25]4[CH2:26][CH2:27][N:28]([CH3:31])[CH2:29][CH2:30]4)=[CH:23][CH:24]=3)=[N:16][CH:17]=[C:12]2[CH:11]=[N:10][C:9]1=[O:32]. The yield is 0.700. (4) The reactants are [CH3:1][O:2][CH:3]1[C@@H:7]2[O:8]C(C)(C)[O:10][C@@H:6]2[C@@H:5]([CH2:13][N:14]2[C:23]3[CH:22]=[CH:21][CH:20]=[C:19]4[C:24]([CH3:28])([CH3:27])[CH2:25][CH2:26][N:17]([C:18]=34)[C:16](=[O:29])[C:15]2=[O:30])[O:4]1. The catalyst is C(O)(=O)C.O. The product is [OH:10][C@H:6]1[C@@H:7]([OH:8])[CH:3]([O:2][CH3:1])[O:4][C@@H:5]1[CH2:13][N:14]1[C:23]2[CH:22]=[CH:21][CH:20]=[C:19]3[C:24]([CH3:27])([CH3:28])[CH2:25][CH2:26][N:17]([C:18]=23)[C:16](=[O:29])[C:15]1=[O:30]. The yield is 0.330. (5) The reactants are [C:1]([O:5][C:6]([N:8]1[CH2:13][C:12]([C:14]2[CH:19]=[C:18]([CH:20]3[CH2:25][CH2:24][N:23]([C:26](=[O:28])[CH3:27])[CH2:22][CH2:21]3)[CH:17]=[CH:16][C:15]=2[NH2:29])=[CH:11][CH2:10][CH2:9]1)=[O:7])([CH3:4])([CH3:3])[CH3:2].C1CN([P+](Br)(N2CCCC2)N2CCCC2)CC1.F[P-](F)(F)(F)(F)F.[C:54]([C:56]1[N:57]=[C:58]([C:69](O)=[O:70])[N:59]([CH2:61][O:62][CH2:63][CH2:64][Si:65]([CH3:68])([CH3:67])[CH3:66])[CH:60]=1)#[N:55].[K+].C(C1N=C(C([O-])=O)N(COCC[Si](C)(C)C)C=1)#N.CCN(C(C)C)C(C)C. The catalyst is C(Cl)Cl. The product is [C:1]([O:5][C:6]([N:8]1[CH2:13][C:12]([C:14]2[CH:19]=[C:18]([CH:20]3[CH2:21][CH2:22][N:23]([C:26](=[O:28])[CH3:27])[CH2:24][CH2:25]3)[CH:17]=[CH:16][C:15]=2[NH:29][C:69]([C:58]2[N:59]([CH2:61][O:62][CH2:63][CH2:64][Si:65]([CH3:68])([CH3:67])[CH3:66])[CH:60]=[C:56]([C:54]#[N:55])[N:57]=2)=[O:70])=[CH:11][CH2:10][CH2:9]1)=[O:7])([CH3:4])([CH3:2])[CH3:3]. The yield is 0.980.